Dataset: Forward reaction prediction with 1.9M reactions from USPTO patents (1976-2016). Task: Predict the product of the given reaction. (1) Given the reactants [C:1]([C:3]1[CH:16]=[CH:15][C:6]([CH2:7]N2C(CCl)=CN=C2)=[CH:5][CH:4]=1)#[N:2].[CH:17]([N:20]([CH:23](C)C)CC)([CH3:19])[CH3:18].[N:26]1([C:32]([O:34][CH2:35][C:36]2[CH:41]=[CH:40][CH:39]=[CH:38][CH:37]=2)=[O:33])[CH2:31][CH2:30][NH:29][CH2:28][CH2:27]1.C(#[N:44])C, predict the reaction product. The product is: [CH2:35]([O:34][C:32]([N:26]1[CH2:31][CH2:30][N:29]([CH2:7][C:6]2[CH:5]=[CH:4][C:3]([C:1]#[N:2])=[CH:16][CH:15]=2)[CH:28]([CH2:18][C:17]2[NH:20][CH:23]=[N:44][CH:19]=2)[CH2:27]1)=[O:33])[C:36]1[CH:41]=[CH:40][CH:39]=[CH:38][CH:37]=1. (2) Given the reactants [C:1]([CH:8]([NH2:12])[CH2:9][CH2:10]Br)([O:3][C:4]([CH3:7])([CH3:6])[CH3:5])=[O:2].[NH:13]1[CH2:18][CH2:17][S:16][CH2:15][CH2:14]1, predict the reaction product. The product is: [C:1]([CH:8]([NH2:12])[CH2:9][CH2:10][SH:16]1[CH2:17][CH2:18][NH:13][CH2:14][CH2:15]1)([O:3][C:4]([CH3:7])([CH3:6])[CH3:5])=[O:2]. (3) The product is: [Cl:19][C:18]1[C:17]([NH:11][CH:8]2[CH2:10][CH2:9]2)=[N:16][C:15]([NH:20][C:21]2[CH:26]=[CH:25][CH:24]=[CH:23][CH:22]=2)=[N:14][CH:13]=1. Given the reactants C(N(CC)CC)C.[CH:8]1([NH2:11])[CH2:10][CH2:9]1.Cl[C:13]1[C:18]([Cl:19])=[CH:17][N:16]=[C:15]([NH:20][C:21]2[CH:26]=[CH:25][CH:24]=[CH:23][CH:22]=2)[N:14]=1.O, predict the reaction product. (4) Given the reactants [H-].[Na+].[OH:3][CH:4]1[CH2:9][CH2:8][N:7]([C:10]([O:12][C:13]([CH3:16])([CH3:15])[CH3:14])=[O:11])[CH2:6][CH2:5]1.Cl[CH2:18][C:19]1[N:20]=[C:21]([CH3:43])[N:22]([C:24]([C:37]2[CH:42]=[CH:41][CH:40]=[CH:39][CH:38]=2)([C:31]2[CH:36]=[CH:35][CH:34]=[CH:33][CH:32]=2)[C:25]2[CH:30]=[CH:29][CH:28]=[CH:27][CH:26]=2)[CH:23]=1, predict the reaction product. The product is: [CH3:43][C:21]1[N:22]([C:24]([C:25]2[CH:30]=[CH:29][CH:28]=[CH:27][CH:26]=2)([C:31]2[CH:32]=[CH:33][CH:34]=[CH:35][CH:36]=2)[C:37]2[CH:42]=[CH:41][CH:40]=[CH:39][CH:38]=2)[CH:23]=[C:19]([CH2:18][O:3][CH:4]2[CH2:5][CH2:6][N:7]([C:10]([O:12][C:13]([CH3:16])([CH3:15])[CH3:14])=[O:11])[CH2:8][CH2:9]2)[N:20]=1. (5) The product is: [Br:1][C:2]1[CH:3]=[C:4]([C:16]([CH3:19])([CH3:18])[CH3:17])[C:5]([O:14][CH3:15])=[C:6]([N:8]2[CH2:9][CH2:10][N:11]([CH2:32][C:33]#[N:34])[CH2:12][CH2:13]2)[CH:7]=1. Given the reactants [Br:1][C:2]1[CH:3]=[C:4]([C:16]([CH3:19])([CH3:18])[CH3:17])[C:5]([O:14][CH3:15])=[C:6]([N:8]2[CH2:13][CH2:12][NH:11][CH2:10][CH2:9]2)[CH:7]=1.C(=O)([O-])[O-].[K+].[K+].CN(C)C=O.Br[CH2:32][C:33]#[N:34], predict the reaction product. (6) Given the reactants Br[C:2]1[CH:3]=[CH:4][C:5]([O:8][C@@H:9]2[CH:16]3[CH2:17][N:12]4[CH2:13][CH:14]([CH2:18][CH:10]2[CH2:11]4)[CH2:15]3)=[N:6][CH:7]=1.[S:19]1[CH:23]=[CH:22][CH:21]=[C:20]1B(O)O.C1(C)C=CC(S(O)(=O)=O)=CC=1.C1(C)C=CC(S(O)(=O)=O)=CC=1.N1C=C(C2SC(O[C@@H]3C4CN5CC(CC3C5)C4)=NC=2)C=N1.N, predict the reaction product. The product is: [S:19]1[CH:23]=[CH:22][CH:21]=[C:20]1[C:2]1[CH:3]=[CH:4][C:5]([O:8][C@@H:9]2[CH:16]3[CH2:17][N:12]4[CH2:13][CH:14]([CH2:18][CH:10]2[CH2:11]4)[CH2:15]3)=[N:6][CH:7]=1. (7) Given the reactants [C:1](O)([CH3:4])([CH3:3])[CH3:2].C([CH:10]=[CH:11][C:12]1[CH:17]=[CH:16][CH:15]=[CH:14][CH:13]=1)(C)(C)C.S([O-])([O-])=[O:19].[Na+].[Na+].[OH2:24], predict the reaction product. The product is: [C:1]([C:15]1[CH:14]=[CH:13][C:12]([CH:11]([OH:19])[CH2:10][OH:24])=[CH:17][CH:16]=1)([CH3:4])([CH3:3])[CH3:2]. (8) The product is: [CH:18]1([CH:22]([N:12]2[CH:13]=[C:9]([B:4]3[O:5][C:6]([CH3:7])([CH3:8])[C:2]([CH3:14])([CH3:1])[O:3]3)[CH:10]=[N:11]2)[CH2:23][C:24]#[N:25])[CH2:21][CH2:20][CH2:19]1. Given the reactants [CH3:1][C:2]1([CH3:14])[C:6]([CH3:8])([CH3:7])[O:5][B:4]([C:9]2[CH:10]=[N:11][NH:12][CH:13]=2)[O:3]1.C(#N)C.[CH:18]1(/[CH:22]=[CH:23]/[C:24]#[N:25])[CH2:21][CH2:20][CH2:19]1.N12CCCN=C1CCCCC2, predict the reaction product. (9) Given the reactants [CH2:1]([N:3]1[C:11]2[CH:10]=[CH:9][N:8]=[CH:7][C:6]=2[N:5]=[C:4]1[C:12]1[C:13]([NH2:18])=[N:14][CH:15]=[CH:16][N:17]=1)[CH3:2].[Br:19]N1C(=O)CCC1=O.S([O-])([O-])=O.[Na+].[Na+], predict the reaction product. The product is: [Br:19][C:16]1[N:17]=[C:12]([C:4]2[N:3]([CH2:1][CH3:2])[C:11]3[CH:10]=[CH:9][N:8]=[CH:7][C:6]=3[N:5]=2)[C:13]([NH2:18])=[N:14][CH:15]=1. (10) Given the reactants FC(F)(F)C(O)=O.FC(F)(F)C(O)=O.[C:15]([N:18]1[CH2:23][CH2:22][N:21]([C:24]2[N:29]3[CH:30]=[N:31][CH:32]=[C:28]3[C:27]([Br:33])=[CH:26][C:25]=2[CH:34]([NH2:36])[CH3:35])[CH2:20][CH2:19]1)(=[O:17])[CH3:16].Br[C:38]1[N:46]=[CH:45][N:44]=[C:43]2[C:39]=1[N:40]=[CH:41][N:42]2[CH:47]1[CH2:52][CH2:51][CH2:50][CH2:49][O:48]1.C(N(CC)C(C)C)(C)C, predict the reaction product. The product is: [C:15]([N:18]1[CH2:23][CH2:22][N:21]([C:24]2[N:29]3[CH:30]=[N:31][CH:32]=[C:28]3[C:27]([Br:33])=[CH:26][C:25]=2[CH:34]([NH:36][C:38]2[N:46]=[CH:45][N:44]=[C:43]3[C:39]=2[N:40]=[CH:41][N:42]3[CH:47]2[CH2:52][CH2:51][CH2:50][CH2:49][O:48]2)[CH3:35])[CH2:20][CH2:19]1)(=[O:17])[CH3:16].